This data is from Human liver microsome stability data. The task is: Regression/Classification. Given a drug SMILES string, predict its absorption, distribution, metabolism, or excretion properties. Task type varies by dataset: regression for continuous measurements (e.g., permeability, clearance, half-life) or binary classification for categorical outcomes (e.g., BBB penetration, CYP inhibition). Dataset: hlm. (1) The compound is Cc1nc(-n2cc(Cl)c(OC3CCN(c4ncc(Cl)cn4)CC3)cc2=O)ccc1N1CC[C@H](O)C1=O. The result is 0 (unstable in human liver microsomes). (2) The drug is C[C@@H]1CN(c2ccc(F)cc2C(F)(F)F)CCN1S(=O)(=O)c1cccc([C@@](O)(C(N)=O)C(F)(F)F)c1. The result is 1 (stable in human liver microsomes). (3) The result is 0 (unstable in human liver microsomes). The compound is O=C(O)[C@H]1C2CCC(CC2)[C@@H]1Nc1nc(-c2c[nH]c3ncc(F)cc23)nc2ccsc12. (4) The molecule is COc1ccc2c(c1)C1CC1(C(=O)N1C3CCC1CN(C)C3)Cn1c-2c(C2CCCCC2)c2ccc(C(=O)NS(C)(=O)=O)cc21. The result is 0 (unstable in human liver microsomes). (5) The compound is CCOC(=O)c1cc(-c2csc(Nc3ccc(C)cc3)n2)on1. The result is 1 (stable in human liver microsomes). (6) The drug is NCC#Cc1cccnc1. The result is 0 (unstable in human liver microsomes).